This data is from Forward reaction prediction with 1.9M reactions from USPTO patents (1976-2016). The task is: Predict the product of the given reaction. (1) Given the reactants [CH3:1][NH:2][C:3]([C:5]1[C:9]([N+:10]([O-])=O)=[CH:8][N:7]([CH3:13])[N:6]=1)=[O:4], predict the reaction product. The product is: [CH3:1][NH:2][C:3]([C:5]1[C:9]([NH2:10])=[CH:8][N:7]([CH3:13])[N:6]=1)=[O:4]. (2) Given the reactants C(OC([NH:11][CH2:12][C@H:13]([N:29]([CH3:42])[C:30]([NH:32][CH2:33][C:34]1[CH:39]=[CH:38][CH:37]=[C:36]([F:40])[C:35]=1[Cl:41])=[O:31])[CH2:14][O:15][C:16](=[O:28])[NH:17][C:18]1[N:19]=[CH:20][C:21]2[C:26]([CH:27]=1)=[CH:25][CH:24]=[CH:23][CH:22]=2)=O)C1C=CC=CC=1.[Si](I)(C)(C)C, predict the reaction product. The product is: [CH:20]1[C:21]2[C:26](=[CH:25][CH:24]=[CH:23][CH:22]=2)[CH:27]=[C:18]([NH:17][C:16](=[O:28])[O:15][CH2:14][C@@H:13]([N:29]([CH3:42])[C:30]([NH:32][CH2:33][C:34]2[CH:39]=[CH:38][CH:37]=[C:36]([F:40])[C:35]=2[Cl:41])=[O:31])[CH2:12][NH2:11])[N:19]=1.